From a dataset of Retrosynthesis with 50K atom-mapped reactions and 10 reaction types from USPTO. Predict the reactants needed to synthesize the given product. Given the product CCOc1cc2c(Nc3ccc4cn[nH]c4c3)c(C#N)cnc2cc1OC, predict the reactants needed to synthesize it. The reactants are: CCOc1cc2c(Cl)c(C#N)cnc2cc1OC.Nc1ccc2cn[nH]c2c1.